From a dataset of Forward reaction prediction with 1.9M reactions from USPTO patents (1976-2016). Predict the product of the given reaction. (1) Given the reactants [NH2:1][C:2]1[CH:3]=[N:4][C:5]([NH:8][CH3:9])=[CH:6][CH:7]=1.[F:10][C:11]([F:33])([F:32])[C:12]1[CH:13]=[C:14]2[C:18](=[CH:19][CH:20]=1)[N:17]([CH2:21][C:22]1[CH:27]=[CH:26][CH:25]=[C:24]([F:28])[CH:23]=1)[C:16]([C:29](O)=[O:30])=[CH:15]2.Cl.[CH3:35]N(C)CCCN=C=NCC.O.ON1C2C=CC=CC=2N=N1, predict the reaction product. The product is: [CH3:9][N:8]([CH3:35])[C:5]1[N:4]=[CH:3][C:2]([NH:1][C:29]([C:16]2[N:17]([CH2:21][C:22]3[CH:27]=[CH:26][CH:25]=[C:24]([F:28])[CH:23]=3)[C:18]3[C:14]([CH:15]=2)=[CH:13][C:12]([C:11]([F:33])([F:32])[F:10])=[CH:20][CH:19]=3)=[O:30])=[CH:7][CH:6]=1. (2) Given the reactants [CH2:1]([O:8][C:9]1[C:10](=[O:28])[NH:11][CH:12]=[C:13]([C:16]2[CH:17]=[C:18]([C:22]3[CH:27]=[CH:26][CH:25]=[CH:24][CH:23]=3)[CH:19]=[CH:20][CH:21]=2)[C:14]=1[F:15])[C:2]1[CH:7]=[CH:6][CH:5]=[CH:4][CH:3]=1.[C:29]([O-])([O-])=O.[Cs+].[Cs+].CI, predict the reaction product. The product is: [CH2:1]([O:8][C:9]1[C:10](=[O:28])[N:11]([CH3:29])[CH:12]=[C:13]([C:16]2[CH:17]=[C:18]([C:22]3[CH:27]=[CH:26][CH:25]=[CH:24][CH:23]=3)[CH:19]=[CH:20][CH:21]=2)[C:14]=1[F:15])[C:2]1[CH:7]=[CH:6][CH:5]=[CH:4][CH:3]=1. (3) Given the reactants [CH3:1][C:2]1[CH:6]=[CH:5][S:4][C:3]=1[CH2:7][C:8]#[N:9].[BH4-].[Na+].O, predict the reaction product. The product is: [CH3:1][C:2]1[CH:6]=[CH:5][S:4][C:3]=1[CH2:7][CH2:8][NH2:9]. (4) Given the reactants [CH3:1][S:2][C:3]1[C:8]([NH:9][C:10](=[O:18])OC2C=CC=CC=2)=[C:7]([S:19][CH3:20])[CH:6]=[C:5]([CH3:21])[N:4]=1.C(N(CC)CC)C.[CH2:29]([NH:36][CH2:37][CH2:38][N:39]1[CH2:44][CH2:43][N:42]([CH2:45][CH2:46][CH2:47][OH:48])[CH2:41][CH2:40]1)[CH2:30][CH2:31][CH2:32][CH2:33][CH2:34][CH3:35], predict the reaction product. The product is: [CH3:1][S:2][C:3]1[C:8]([NH:9][C:10](=[O:18])[N:36]([CH2:29][CH2:30][CH2:31][CH2:32][CH2:33][CH2:34][CH3:35])[CH2:37][CH2:38][N:39]2[CH2:44][CH2:43][N:42]([CH2:45][CH2:46][CH2:47][OH:48])[CH2:41][CH2:40]2)=[C:7]([S:19][CH3:20])[CH:6]=[C:5]([CH3:21])[N:4]=1.